The task is: Predict which catalyst facilitates the given reaction.. This data is from Catalyst prediction with 721,799 reactions and 888 catalyst types from USPTO. (1) Reactant: C(N(CC)CC)C.[O:8]1[CH2:13][CH2:12][CH2:11][CH2:10][CH:9]1[O:14][CH:15]1[CH2:17][CH:16]1[NH2:18].[C:19](O[C:19]([O:21][C:22]([CH3:25])([CH3:24])[CH3:23])=[O:20])([O:21][C:22]([CH3:25])([CH3:24])[CH3:23])=[O:20].C(=O)([O-])[O-].[Na+].[Na+]. Product: [O:8]1[CH2:13][CH2:12][CH2:11][CH2:10][CH:9]1[O:14][CH:15]1[CH2:17][CH:16]1[NH:18][C:19](=[O:20])[O:21][C:22]([CH3:25])([CH3:24])[CH3:23]. The catalyst class is: 4. (2) Reactant: C([O:8][C:9]1[CH:14]=[CH:13][C:12]([CH2:15][CH:16]([N:22]2[CH:26]=[CH:25][CH:24]=[CH:23]2)[C:17]([O:19][CH2:20][CH3:21])=[O:18])=[CH:11][CH:10]=1)C1C=CC=CC=1. Product: [OH:8][C:9]1[CH:10]=[CH:11][C:12]([CH2:15][CH:16]([N:22]2[CH:26]=[CH:25][CH:24]=[CH:23]2)[C:17]([O:19][CH2:20][CH3:21])=[O:18])=[CH:13][CH:14]=1. The catalyst class is: 45. (3) Reactant: O.[C:2]1([CH:8]([N:10]2[CH2:15][CH2:14][CH2:13][C@H:12]([CH2:16][N:17]3[CH2:22][CH2:21][N:20](C(OCC4C=CC=CC=4)=O)[CH2:19][CH2:18]3)[CH2:11]2)[CH3:9])[CH:7]=[CH:6][CH:5]=[CH:4][CH:3]=1. Product: [C:2]1([CH:8]([N:10]2[CH2:15][CH2:14][CH2:13][C@H:12]([CH2:16][N:17]3[CH2:22][CH2:21][NH:20][CH2:19][CH2:18]3)[CH2:11]2)[CH3:9])[CH:7]=[CH:6][CH:5]=[CH:4][CH:3]=1. The catalyst class is: 63.